Predict the product of the given reaction. From a dataset of Forward reaction prediction with 1.9M reactions from USPTO patents (1976-2016). Given the reactants Cl.[O:2]=[C:3]1[NH:11][C:6]2=[N:7][CH:8]=[CH:9][CH:10]=[C:5]2[C:4]21[CH2:19][C:18]1[C:13](=[CH:14][CH:15]=[C:16]([NH:20][C:21]3[N:26]=[CH:25][N:24]=[C:23]([C:27]([OH:29])=O)[CH:22]=3)[CH:17]=1)[CH2:12]2.[NH:30]1[C:38]2[C:33](=[CH:34][CH:35]=[C:36]([OH:39])[CH:37]=2)[CH2:32][CH2:31]1.CCN(C(C)C)C(C)C.CN(C(ON1N=NC2C=CC=CC1=2)=[N+](C)C)C.[B-](F)(F)(F)F, predict the reaction product. The product is: [OH:39][C:36]1[CH:37]=[C:38]2[C:33]([CH2:32][CH2:31][N:30]2[C:27]([C:23]2[N:24]=[CH:25][N:26]=[C:21]([NH:20][C:16]3[CH:17]=[C:18]4[C:13](=[CH:14][CH:15]=3)[CH2:12][C:4]3([C:5]5[C:6](=[N:7][CH:8]=[CH:9][CH:10]=5)[NH:11][C:3]3=[O:2])[CH2:19]4)[CH:22]=2)=[O:29])=[CH:34][CH:35]=1.